From a dataset of Catalyst prediction with 721,799 reactions and 888 catalyst types from USPTO. Predict which catalyst facilitates the given reaction. (1) Reactant: [N:1]1([C:12]([O:14][C:15]([CH3:18])([CH3:17])[CH3:16])=[O:13])[CH2:6][CH2:5][CH2:4][C@@H:3]([C:7](OCC)=[O:8])[CH2:2]1.[NH2:19][NH2:20]. Product: [NH:19]([C:7]([C@@H:3]1[CH2:4][CH2:5][CH2:6][N:1]([C:12]([O:14][C:15]([CH3:18])([CH3:17])[CH3:16])=[O:13])[CH2:2]1)=[O:8])[NH2:20]. The catalyst class is: 5. (2) The catalyst class is: 160. Reactant: Br[C:2]1[CH:3]=[C:4]([CH2:9][O:10][C:11]2[CH:20]=[C:19]3[C:14]([CH:15]=[C:16]([CH:21]=[O:22])[CH2:17][O:18]3)=[CH:13][CH:12]=2)[S:5][C:6]=1[CH2:7][CH3:8].[F:23][C:24]([F:36])([F:35])[C:25]1[CH:30]=[CH:29][CH:28]=[CH:27][C:26]=1OB(O)O.C([O-])([O-])=O.[Na+].[Na+].C1C=CC(P(C2C=CC=CC=2)C2C=CC=CC=2)=CC=1.[NH4+].[Cl-]. Product: [CH2:7]([C:6]1[S:5][C:4]([CH2:9][O:10][C:11]2[CH:20]=[C:19]3[C:14]([CH:15]=[C:16]([CH:21]=[O:22])[CH2:17][O:18]3)=[CH:13][CH:12]=2)=[CH:3][C:2]=1[C:26]1[CH:27]=[CH:28][CH:29]=[CH:30][C:25]=1[C:24]([F:36])([F:35])[F:23])[CH3:8]. (3) Reactant: [F:1][CH:2]([F:25])[C:3]1[CH:11]=[C:10]2[C:6]([CH2:7][CH2:8][N:9]2C(OC(C)(C)C)=O)=[CH:5][C:4]=1[C:19]1[CH:20]=[N:21][N:22]([CH3:24])[CH:23]=1.FC(F)(F)C(O)=O. Product: [F:25][CH:2]([F:1])[C:3]1[CH:11]=[C:10]2[C:6]([CH2:7][CH2:8][NH:9]2)=[CH:5][C:4]=1[C:19]1[CH:20]=[N:21][N:22]([CH3:24])[CH:23]=1. The catalyst class is: 2. (4) Reactant: C[O:2][C:3](=[O:48])[CH:4]([C:24]1[CH:29]=[CH:28][CH:27]=[C:26]([NH:30][C:31]([NH:40][C:41]([O:43][C:44]([CH3:47])([CH3:46])[CH3:45])=[O:42])=[N:32][C:33]([O:35][C:36]([CH3:39])([CH3:38])[CH3:37])=[O:34])[CH:25]=1)[O:5][P:6]([C@@H:9]([NH:13][S:14]([CH2:17][C:18]1[CH:23]=[CH:22][CH:21]=[CH:20][CH:19]=1)(=[O:16])=[O:15])[CH:10]([CH3:12])[CH3:11])([OH:8])=[O:7].[Li+].[OH-].Cl. Product: [C:36]([O:35][C:33]([N:32]=[C:31]([NH:40][C:41]([O:43][C:44]([CH3:46])([CH3:45])[CH3:47])=[O:42])[NH:30][C:26]1[CH:25]=[C:24]([CH:4]([O:5][P:6]([C@@H:9]([NH:13][S:14]([CH2:17][C:18]2[CH:23]=[CH:22][CH:21]=[CH:20][CH:19]=2)(=[O:15])=[O:16])[CH:10]([CH3:12])[CH3:11])([OH:8])=[O:7])[C:3]([OH:48])=[O:2])[CH:29]=[CH:28][CH:27]=1)=[O:34])([CH3:37])([CH3:38])[CH3:39]. The catalyst class is: 24. (5) Reactant: C([O:3][C:4](=O)[CH2:5][N:6]1[CH2:11][CH2:10][CH2:9][CH2:8][CH2:7]1)C.[NH2:13][NH2:14]. Product: [N:6]1([CH2:5][C:4]([NH:13][NH2:14])=[O:3])[CH2:11][CH2:10][CH2:9][CH2:8][CH2:7]1. The catalyst class is: 8. (6) Reactant: [CH3:1][S:2][C:3](SC)=[C:4]([C:8](=[O:10])[CH3:9])[C:5](=[O:7])[CH3:6].Cl.NO.C([N:18](CC)CC)C. Product: [CH3:6][C:5]1[O:7][N:18]=[C:3]([S:2][CH3:1])[C:4]=1[C:8](=[O:10])[CH3:9]. The catalyst class is: 2. (7) Product: [F:14][C:8]1[C:9]([N+:11]([O-:13])=[O:12])=[CH:10][C:5]([OH:4])=[C:6]([CH3:15])[CH:7]=1. Reactant: COC(=O)[O:4][C:5]1[CH:10]=[C:9]([N+:11]([O-:13])=[O:12])[C:8]([F:14])=[CH:7][C:6]=1[CH3:15].B(Br)(Br)Br.[OH-].[Na+]. The catalyst class is: 4.